This data is from Full USPTO retrosynthesis dataset with 1.9M reactions from patents (1976-2016). The task is: Predict the reactants needed to synthesize the given product. (1) The reactants are: [C:1]([C@@H:4]1[CH2:8][CH2:7][C@H:6]([NH:9][C:10](=[O:16])[O:11][C:12]([CH3:15])([CH3:14])[CH3:13])[CH2:5]1)(=[O:3])[NH2:2].Cl[C:18]1[CH:23]=[C:22]([C:24]2[CH:29]=[CH:28][C:27]([F:30])=[CH:26][C:25]=2[O:31][CH3:32])[CH:21]=[CH:20][N:19]=1.C([O-])([O-])=O.[Cs+].[Cs+].CC1(C)C2C(=C(P(C3C=CC=CC=3)C3C=CC=CC=3)C=CC=2)OC2C(P(C3C=CC=CC=3)C3C=CC=CC=3)=CC=CC1=2. Given the product [F:30][C:27]1[CH:28]=[CH:29][C:24]([C:22]2[CH:23]=[CH:18][N:19]=[C:20]([NH:2][C:1]([C@@H:4]3[CH2:8][CH2:7][C@H:6]([NH:9][C:10](=[O:16])[O:11][C:12]([CH3:13])([CH3:15])[CH3:14])[CH2:5]3)=[O:3])[CH:21]=2)=[C:25]([O:31][CH3:32])[CH:26]=1, predict the reactants needed to synthesize it. (2) Given the product [CH2:27]([O:34][C:35]1[CH:36]=[CH:37][C:38]([CH3:44])=[C:39]([C:40]([N:19]2[CH2:20][CH2:21][CH:16]([N:14]3[C:13](=[O:22])[C:12]([CH2:25][CH3:26])([CH2:23][CH3:24])[C:11]([C:5]4[CH:6]=[CH:7][C:8]([O:9][CH3:10])=[C:3]([O:2][CH3:1])[CH:4]=4)=[N:15]3)[CH2:17][CH2:18]2)=[O:41])[CH:43]=1)[C:28]1[CH:29]=[CH:30][CH:31]=[CH:32][CH:33]=1, predict the reactants needed to synthesize it. The reactants are: [CH3:1][O:2][C:3]1[CH:4]=[C:5]([C:11]2[C:12]([CH2:25][CH3:26])([CH2:23][CH3:24])[C:13](=[O:22])[N:14]([CH:16]3[CH2:21][CH2:20][NH:19][CH2:18][CH2:17]3)[N:15]=2)[CH:6]=[CH:7][C:8]=1[O:9][CH3:10].[CH2:27]([O:34][C:35]1[CH:36]=[CH:37][C:38]([CH3:44])=[C:39]([CH:43]=1)[C:40](O)=[O:41])[C:28]1[CH:33]=[CH:32][CH:31]=[CH:30][CH:29]=1. (3) Given the product [Br:1][C:2]1[C:3](=[O:14])[N:4]([C:15]2[CH:20]=[CH:19][CH:18]=[CH:17][CH:16]=2)[CH:5]=[C:6]([C:8]2[CH:13]=[CH:12][CH:11]=[CH:10][N:9]=2)[CH:7]=1, predict the reactants needed to synthesize it. The reactants are: [Br:1][C:2]1[C:3](=[O:14])[NH:4][CH:5]=[C:6]([C:8]2[CH:13]=[CH:12][CH:11]=[CH:10][N:9]=2)[CH:7]=1.[C:15]1(B(O)O)[CH:20]=[CH:19][CH:18]=[CH:17][CH:16]=1.N1C=CC=CC=1. (4) Given the product [Cl:1][C:2]1[CH:7]=[C:6]([NH:8][C:9]2[CH:14]=[CH:13][C:12]([F:15])=[CH:11][CH:10]=2)[CH:5]=[CH:4][C:3]=1[C:17]([C:19]1[CH:24]=[C:23]([N+:25]([O-:27])=[O:26])[CH:22]=[CH:21][C:20]=1[CH3:28])=[O:18], predict the reactants needed to synthesize it. The reactants are: [Cl:1][C:2]1[CH:7]=[C:6]([NH:8][C:9]2[CH:14]=[CH:13][C:12]([F:15])=[CH:11][C:10]=2F)[CH:5]=[CH:4][C:3]=1[C:17]([C:19]1[CH:24]=[C:23]([N+:25]([O-:27])=[O:26])[CH:22]=[CH:21][C:20]=1[CH3:28])=[O:18].BrC1C=CC(C(C2C=C([N+]([O-])=O)C=CC=2C)=O)=C(Cl)C=1.FC1C=CC(N)=CC=1. (5) Given the product [Cl:21][C:22]1[CH:23]=[C:24]([N:39]2[CH:43]=[N:42][C:41]([C:44]([NH:51][CH2:50][CH2:49][C:48]([CH3:53])([CH3:52])[CH3:47])=[O:45])=[N:40]2)[CH:25]=[C:26]([Cl:38])[C:27]=1[O:28][CH2:29][C:30]1[CH:35]=[CH:34][C:33]([O:36][CH3:37])=[CH:32][CH:31]=1, predict the reactants needed to synthesize it. The reactants are: Cl.CN(C)CCCN=C=NCC.OC1C=CC=C[N+]=1[O-].[Cl:21][C:22]1[CH:23]=[C:24]([N:39]2[CH:43]=[N:42][C:41]([C:44](O)=[O:45])=[N:40]2)[CH:25]=[C:26]([Cl:38])[C:27]=1[O:28][CH2:29][C:30]1[CH:35]=[CH:34][C:33]([O:36][CH3:37])=[CH:32][CH:31]=1.[CH3:47][C:48]([CH3:53])([CH3:52])[CH2:49][CH2:50][NH2:51]. (6) Given the product [CH2:1]([O:3][C:4]1[CH:5]=[C:6]2[C:10](=[CH:11][CH:12]=1)[NH:9][C:8]([CH3:13])=[C:7]2/[CH:14]=[CH:17]/[C:16]([C:19]1[CH:24]=[CH:23][N:22]=[CH:21][CH:20]=1)=[O:18])[CH3:2], predict the reactants needed to synthesize it. The reactants are: [CH2:1]([O:3][C:4]1[CH:5]=[C:6]2[C:10](=[CH:11][CH:12]=1)[NH:9][C:8]([CH3:13])=[C:7]2[CH:14]=O)[CH3:2].[C:16]([C:19]1[CH:24]=[CH:23][N:22]=[CH:21][CH:20]=1)(=[O:18])[CH3:17].N1CCCCC1.